Predict the reaction yield, written as a fraction of the theoretical maximum amount of product (1.0 means a 100% yield; for example, 0.34 means a 34% yield). From a dataset of Reaction yield outcomes from USPTO patents with 853,638 reactions. (1) The reactants are [C:1]([O:5][C:6]([NH:8][CH:9]([C:13]1[CH:18]=[CH:17][CH:16]=[CH:15][CH:14]=1)[C:10]([OH:12])=[O:11])=[O:7])([CH3:4])([CH3:3])[CH3:2].[CH3:19][N:20]1[CH2:24][CH2:23][C@@H:22](O)[CH2:21]1.C(=NC1CCCCC1)=NC1CCCCC1.N1(O)C2C=CC=CC=2N=N1. The catalyst is C1COCC1. The product is [C:1]([O:5][C:6]([NH:8][CH:9]([C:13]1[CH:18]=[CH:17][CH:16]=[CH:15][CH:14]=1)[C:10]([O:12][C@@H:22]1[CH2:23][CH2:24][N:20]([CH3:19])[CH2:21]1)=[O:11])=[O:7])([CH3:4])([CH3:2])[CH3:3]. The yield is 0.640. (2) The reactants are I[C:2]1[CH:3]=[CH:4][C:5]2[N:6]([CH:8]=[C:9]([NH:11][C:12](=[O:16])[CH2:13][O:14][CH3:15])[N:10]=2)[N:7]=1.C(=O)([O-])[O-].[K+].[K+].[NH2:23][C:24]1[CH:25]=[C:26]([OH:30])[CH:27]=[CH:28][CH:29]=1. The catalyst is CN(C)C=O. The product is [NH2:23][C:24]1[CH:25]=[C:26]([CH:27]=[CH:28][CH:29]=1)[O:30][C:2]1[CH:3]=[CH:4][C:5]2[N:6]([CH:8]=[C:9]([NH:11][C:12](=[O:16])[CH2:13][O:14][CH3:15])[N:10]=2)[N:7]=1. The yield is 0.510. (3) The reactants are [CH3:1][O:2][C:3]([C:5]1([CH2:10][O:11][CH3:12])[CH2:9][CH2:8][NH:7][CH2:6]1)=[O:4].C(N(CC)CC)C.C(=O)([O-])[O-].[Cs+].[Cs+].Br[CH2:27][C:28]([O:30][C:31]([CH3:34])([CH3:33])[CH3:32])=[O:29]. The catalyst is C(#N)C. The product is [CH3:1][O:2][C:3]([C:5]1([CH2:10][O:11][CH3:12])[CH2:9][CH2:8][N:7]([CH2:27][C:28]([O:30][C:31]([CH3:34])([CH3:33])[CH3:32])=[O:29])[CH2:6]1)=[O:4]. The yield is 0.510. (4) The reactants are [Si]([O:8][CH2:9][CH2:10][C:11]1[CH:27]=[CH:26][C:14]([O:15][C@@H:16]([C:21]2[S:22][CH:23]=[CH:24][CH:25]=2)[CH2:17][CH2:18][NH:19][CH3:20])=[CH:13][CH:12]=1)(C(C)(C)C)(C)C.CCCC[N+](CCCC)(CCCC)CCCC.[F-]. The catalyst is C1COCC1. The product is [CH3:20][NH:19][CH2:18][CH2:17][C@H:16]([C:21]1[S:22][CH:23]=[CH:24][CH:25]=1)[O:15][C:14]1[CH:26]=[CH:27][C:11]([CH2:10][CH2:9][OH:8])=[CH:12][CH:13]=1. The yield is 0.710. (5) The reactants are [Br:1][C:2]1[CH:7]=[CH:6][C:5]([NH:8][C:9](=[O:14])[C:10]([CH3:13])([CH3:12])[CH3:11])=[C:4]([C:15]2[C:20]([F:21])=[CH:19][CH:18]=[CH:17][N:16]=2)[CH:3]=1.C(OC(C(F)(F)F)=O)(C(F)(F)F)=O.[N+:35]([O-])([OH:37])=[O:36].CO. The catalyst is C(O)(C(F)(F)F)=O.O. The product is [Br:1][C:2]1[CH:7]=[C:6]([N+:35]([O-:37])=[O:36])[C:5]([NH:8][C:9](=[O:14])[C:10]([CH3:13])([CH3:12])[CH3:11])=[C:4]([C:15]2[C:20]([F:21])=[CH:19][CH:18]=[CH:17][N:16]=2)[CH:3]=1. The yield is 0.820. (6) The reactants are [H-].[Na+].[Cl:3][C:4]1[CH:9]=[CH:8][N:7]=[C:6]2[NH:10][CH:11]=[CH:12][C:5]=12.Cl[CH2:14][O:15][CH2:16][CH2:17][Si:18]([CH3:21])([CH3:20])[CH3:19]. The catalyst is CN(C=O)C. The product is [Cl:3][C:4]1[CH:9]=[CH:8][N:7]=[C:6]2[N:10]([CH2:14][O:15][CH2:16][CH2:17][Si:18]([CH3:21])([CH3:20])[CH3:19])[CH:11]=[CH:12][C:5]=12. The yield is 0.530. (7) The reactants are [C:1]([O:5][C:6]([NH:8][C@@H:9]1[CH2:14][CH2:13][C@H:12]([C:15](O)=[O:16])[CH2:11][CH2:10]1)=[O:7])([CH3:4])([CH3:3])[CH3:2].CN1CCOCC1.ClC(OCC(C)C)=O.[BH4-].[Na+]. The catalyst is C1COCC1.CO. The product is [C:1]([O:5][C:6]([NH:8][C@H:9]1[CH2:10][CH2:11][C@@H:12]([CH2:15][OH:16])[CH2:13][CH2:14]1)=[O:7])([CH3:4])([CH3:3])[CH3:2]. The yield is 1.00.